This data is from Forward reaction prediction with 1.9M reactions from USPTO patents (1976-2016). The task is: Predict the product of the given reaction. The product is: [Cl:19][C:18]1[C:13]([N:25]2[CH2:24][CH2:23][NH:22][CH:21]([CH3:20])[CH2:26]2)=[N:14][CH:15]=[CH:16][CH:17]=1. Given the reactants C[Si](C)(C)C1C=C(C=CC=1)N.Cl[C:13]1[C:18]([Cl:19])=[CH:17][CH:16]=[CH:15][N:14]=1.[CH3:20][C@@H:21]1[CH2:26][NH:25][CH2:24][CH2:23][NH:22]1, predict the reaction product.